Dataset: Forward reaction prediction with 1.9M reactions from USPTO patents (1976-2016). Task: Predict the product of the given reaction. (1) Given the reactants [Cl:1][C:2]1[C:3]([O:43][CH3:44])=[CH:4][CH:5]=[C:6]2[C:11]=1[N:10]=[C:9]([C:12]1[S:13][CH:14]=[C:15]([CH:17]([CH3:19])[CH3:18])[N:16]=1)[CH:8]=[C:7]2[O:20][C@@H:21]1[CH2:25][N:24](C(OC(C)(C)C)=O)[C@H:23]([C:33](=[O:42])[N:34]([CH2:36][CH2:37][CH2:38][CH2:39][CH:40]=[CH2:41])[CH3:35])[CH2:22]1.C(Cl)(=O)C, predict the reaction product. The product is: [ClH:1].[Cl:1][C:2]1[C:3]([O:43][CH3:44])=[CH:4][CH:5]=[C:6]2[C:11]=1[N:10]=[C:9]([C:12]1[S:13][CH:14]=[C:15]([CH:17]([CH3:19])[CH3:18])[N:16]=1)[CH:8]=[C:7]2[O:20][C@@H:21]1[CH2:25][NH:24][C@H:23]([C:33]([N:34]([CH2:36][CH2:37][CH2:38][CH2:39][CH:40]=[CH2:41])[CH3:35])=[O:42])[CH2:22]1. (2) Given the reactants [CH2:1]([O:8][CH2:9][CH2:10][O:11][C:12]1[CH:17]=[CH:16][C:15]([NH:18][C:19](=[O:29])[CH2:20][C:21]2[CH:26]=[CH:25][C:24](Br)=[CH:23][C:22]=2[F:28])=[CH:14][C:13]=1[C:30]([F:33])([F:32])[F:31])[C:2]1[CH:7]=[CH:6][CH:5]=[CH:4][CH:3]=1.[CH3:34][C:35]1([CH3:51])[C:39]([CH3:41])([CH3:40])[O:38][B:37]([B:37]2[O:38][C:39]([CH3:41])([CH3:40])[C:35]([CH3:51])([CH3:34])[O:36]2)[O:36]1.CC([O-])=O.[K+], predict the reaction product. The product is: [CH2:1]([O:8][CH2:9][CH2:10][O:11][C:12]1[CH:17]=[CH:16][C:15]([NH:18][C:19](=[O:29])[CH2:20][C:21]2[CH:26]=[CH:25][C:24]([B:37]3[O:38][C:39]([CH3:41])([CH3:40])[C:35]([CH3:51])([CH3:34])[O:36]3)=[CH:23][C:22]=2[F:28])=[CH:14][C:13]=1[C:30]([F:33])([F:32])[F:31])[C:2]1[CH:7]=[CH:6][CH:5]=[CH:4][CH:3]=1. (3) Given the reactants [BH4-].[Li+].[Cl:3][C:4]1[CH:9]=[C:8]([Cl:10])[CH:7]=[CH:6][C:5]=1[NH:11][C:12]1[N:16]([CH2:17][CH2:18][C:19](OCC)=[O:20])[C:15]2[C:24]([N:28]([CH2:31][CH3:32])[CH2:29][CH3:30])=[CH:25][CH:26]=[CH:27][C:14]=2[N:13]=1, predict the reaction product. The product is: [Cl:3][C:4]1[CH:9]=[C:8]([Cl:10])[CH:7]=[CH:6][C:5]=1[NH:11][C:12]1[N:16]([CH2:17][CH2:18][CH2:19][OH:20])[C:15]2[C:24]([N:28]([CH2:31][CH3:32])[CH2:29][CH3:30])=[CH:25][CH:26]=[CH:27][C:14]=2[N:13]=1. (4) Given the reactants [C:1]([C:5]1[CH:24]=[CH:23][C:8]([CH2:9][CH:10]2[CH:14]([C:15]3[CH:20]=[CH:19][CH:18]=[C:17]([Cl:21])[CH:16]=3)[O:13]C(=O)[NH:11]2)=[CH:7][CH:6]=1)([CH3:4])([CH3:3])[CH3:2].[OH-].[Na+].O, predict the reaction product. The product is: [NH2:11][CH:10]([CH2:9][C:8]1[CH:7]=[CH:6][C:5]([C:1]([CH3:4])([CH3:3])[CH3:2])=[CH:24][CH:23]=1)[CH:14]([C:15]1[CH:20]=[CH:19][CH:18]=[C:17]([Cl:21])[CH:16]=1)[OH:13]. (5) The product is: [Br:2][C:3]1[CH:11]=[CH:10][C:6]([C:7]2[NH:8][C:21]([C@@H:23]3[CH2:28][C@@H:27]4[C@@H:25]([CH2:26]4)[N:24]3[C:29]([O:31][C:32]([CH3:35])([CH3:34])[CH3:33])=[O:30])=[CH:20][N:9]=2)=[CH:5][CH:4]=1. Given the reactants Cl.[Br:2][C:3]1[CH:11]=[CH:10][C:6]([C:7](=[NH:9])[NH2:8])=[CH:5][CH:4]=1.C([O-])([O-])=O.[K+].[K+].O.Cl[CH2:20][C:21]([C@@H:23]1[CH2:28][C@@H:27]2[C@@H:25]([CH2:26]2)[N:24]1[C:29]([O:31][C:32]([CH3:35])([CH3:34])[CH3:33])=[O:30])=O, predict the reaction product. (6) The product is: [C:19]([C:13]1[CH:14]=[N:15][C:16]2[C:11]([CH:12]=1)=[CH:10][C:9]([O:8][CH:3]([S:2][CH3:1])[C:4]([O:6][CH3:7])=[O:5])=[CH:18][CH:17]=2)#[CH:20]. Given the reactants [CH3:1][S:2][CH:3]([O:8][C:9]1[CH:10]=[C:11]2[C:16](=[CH:17][CH:18]=1)[N:15]=[CH:14][C:13]([C:19]#[C:20][Si](C)(C)C)=[CH:12]2)[C:4]([O:6][CH3:7])=[O:5].C([O-])([O-])=O.[K+].[K+].CCOC(C)=O, predict the reaction product.